Dataset: Forward reaction prediction with 1.9M reactions from USPTO patents (1976-2016). Task: Predict the product of the given reaction. (1) Given the reactants Br[CH:2]1[CH2:6][CH2:5][N:4]([C:7]2[CH:12]=[CH:11][C:10]([N:13]([CH3:28])[C:14](=[O:27])[C:15]3[CH:20]=[CH:19][C:18]([CH:21]4[CH2:26][CH2:25][CH2:24][CH2:23][CH2:22]4)=[CH:17][CH:16]=3)=[CH:9][CH:8]=2)[C:3]1=[O:29].[CH3:30][NH2:31], predict the reaction product. The product is: [CH:21]1([C:18]2[CH:19]=[CH:20][C:15]([C:14]([N:13]([CH3:28])[C:10]3[CH:11]=[CH:12][C:7]([N:4]4[CH2:5][CH2:6][CH:2]([NH:31][CH3:30])[C:3]4=[O:29])=[CH:8][CH:9]=3)=[O:27])=[CH:16][CH:17]=2)[CH2:26][CH2:25][CH2:24][CH2:23][CH2:22]1. (2) Given the reactants [F:1][C:2]1[CH:3]=[C:4]([N:8]2[CH2:12][C@H:11]([CH2:13][O:14][C:15](=[O:17])[CH3:16])[O:10][C:9]2=[O:18])[CH:5]=[CH:6][CH:7]=1.[I:19]I, predict the reaction product. The product is: [F:1][C:2]1[CH:3]=[C:4]([N:8]2[CH2:12][C@H:11]([CH2:13][O:14][C:15](=[O:17])[CH3:16])[O:10][C:9]2=[O:18])[CH:5]=[CH:6][C:7]=1[I:19]. (3) Given the reactants C(=O)([O-])N.[Cl:5][C:6]1[N:7]=[C:8](Cl)[C:9]2[S:14][CH:13]=[CH:12][C:10]=2[N:11]=1.C([Sn](CCCC)CCCC)CCC, predict the reaction product. The product is: [Cl:5][C:6]1[N:7]=[CH:8][C:9]2[S:14][CH:13]=[CH:12][C:10]=2[N:11]=1.